Dataset: Full USPTO retrosynthesis dataset with 1.9M reactions from patents (1976-2016). Task: Predict the reactants needed to synthesize the given product. (1) Given the product [C:49]([CH2:21][N:18]1[CH:19]=[CH:20][C:16]([NH:15][C:13](=[O:14])[C@@H:12]([C:4]2[CH:5]=[CH:6][C:7]([S:8]([CH3:11])(=[O:10])=[O:9])=[C:2]([Cl:1])[CH:3]=2)[CH2:22][CH:23]2[CH2:24][CH2:25][CH2:26][CH2:27]2)=[N:17]1)(=[O:50])[NH2:51], predict the reactants needed to synthesize it. The reactants are: [Cl:1][C:2]1[CH:3]=[C:4]([C@@H:12]([CH2:22][CH:23]2[CH2:27][CH2:26][CH2:25][CH2:24]2)[C:13]([NH:15][C:16]2[CH:20]=[CH:19][N:18]([CH3:21])[N:17]=2)=[O:14])[CH:5]=[CH:6][C:7]=1[S:8]([CH3:11])(=[O:10])=[O:9].C(Cl)(=O)C(Cl)=O.N1C(C)=CC=CC=1C.NC1C=CN(C[C:49]([NH2:51])=[O:50])N=1. (2) Given the product [CH2:1]1[CH:9]2[CH:4]([C@H:5]3[CH2:10][C@@H:8]2[CH:7]=[C:6]3[O:11][S:29]([C:32]([F:35])([F:34])[F:33])(=[O:31])=[O:30])[CH2:3][CH2:2]1, predict the reactants needed to synthesize it. The reactants are: [CH2:1]1[CH:9]2[CH:4]([C@H:5]3[CH2:10][C@@H:8]2[CH2:7][C:6]3=[O:11])[CH2:3][CH2:2]1.C[Si]([N-][Si](C)(C)C)(C)C.[Na+].C1C=CC(N([S:29]([C:32]([F:35])([F:34])[F:33])(=[O:31])=[O:30])[S:29]([C:32]([F:35])([F:34])[F:33])(=[O:31])=[O:30])=CC=1.CCCCCC.